Task: Predict the reactants needed to synthesize the given product.. Dataset: Full USPTO retrosynthesis dataset with 1.9M reactions from patents (1976-2016) Given the product [F:1][C:2]1[CH:7]=[C:6]([CH2:8][N:37]2[C:36]([O:43][C:44]3[CH:45]=[C:46]([CH:49]=[C:50]([CH3:52])[CH:51]=3)[C:47]#[N:48])=[C:35]([CH:32]([CH3:33])[CH3:34])[C:40](=[O:41])[NH:39][C:38]2=[O:42])[CH:5]=[C:4]([NH:10][CH2:11][C:12]2[CH:17]=[CH:16][C:15]([O:18][CH3:19])=[CH:14][CH:13]=2)[N:3]=1, predict the reactants needed to synthesize it. The reactants are: [F:1][C:2]1[CH:7]=[C:6]([CH2:8]O)[CH:5]=[C:4]([NH:10][CH2:11][C:12]2[CH:17]=[CH:16][C:15]([O:18][CH3:19])=[CH:14][CH:13]=2)[N:3]=1.C(N(CC)CC)C.CS(Cl)(=O)=O.[CH:32]([C:35]1[C:40](=[O:41])[NH:39][C:38](=[O:42])[NH:37][C:36]=1[O:43][C:44]1[CH:45]=[C:46]([CH:49]=[C:50]([CH3:52])[CH:51]=1)[C:47]#[N:48])([CH3:34])[CH3:33].C(=O)([O-])[O-].[K+].[K+].[I-].[Li+].